This data is from Catalyst prediction with 721,799 reactions and 888 catalyst types from USPTO. The task is: Predict which catalyst facilitates the given reaction. (1) Reactant: [C:1]([C:5]1[CH:10]=[CH:9][C:8]([N:11]2[C:15](=[O:16])[C:14](=[C:17]([NH:19][NH:20][C:21]([N:23]3[CH2:28][CH2:27][CH:26]([C:29]([O:31]C)=[O:30])[CH2:25][CH2:24]3)=[S:22])[CH3:18])[C:13]([CH3:33])=[N:12]2)=[CH:7][CH:6]=1)([CH3:4])([CH3:3])[CH3:2].[OH-].[Na+].Cl.O. Product: [C:1]([C:5]1[CH:6]=[CH:7][C:8]([N:11]2[C:15](=[O:16])[C:14](=[C:17]([NH:19][NH:20][C:21]([N:23]3[CH2:24][CH2:25][CH:26]([C:29]([OH:31])=[O:30])[CH2:27][CH2:28]3)=[S:22])[CH3:18])[C:13]([CH3:33])=[N:12]2)=[CH:9][CH:10]=1)([CH3:2])([CH3:3])[CH3:4]. The catalyst class is: 5. (2) Reactant: [C:1]([O:5][C:6]([N:8]1[CH2:13][CH2:12][CH:11]([C:14]2[CH:19]=[CH:18][C:17]([CH2:20][O:21][C:22]3[CH:27]=[CH:26][C:25](Br)=[C:24]([CH3:29])[CH:23]=3)=[CH:16][CH:15]=2)[CH2:10][CH2:9]1)=[O:7])([CH3:4])([CH3:3])[CH3:2].[Li]CCCC.[S:35]1[CH2:40][CH2:39][C:38](=[O:41])[CH2:37][CH2:36]1. Product: [C:1]([O:5][C:6]([N:8]1[CH2:13][CH2:12][CH:11]([C:14]2[CH:19]=[CH:18][C:17]([CH2:20][O:21][C:22]3[CH:27]=[CH:26][C:25]([C:38]4([OH:41])[CH2:39][CH2:40][S:35][CH2:36][CH2:37]4)=[C:24]([CH3:29])[CH:23]=3)=[CH:16][CH:15]=2)[CH2:10][CH2:9]1)=[O:7])([CH3:4])([CH3:3])[CH3:2]. The catalyst class is: 1. (3) Reactant: [N:1]1([C:14]([O:16][C:17]([CH3:20])([CH3:19])[CH3:18])=[O:15])[CH2:13][C@H:11]([OH:12])[CH2:10][C@H:2]1[C:3]([O:5][C:6]([CH3:9])([CH3:8])[CH3:7])=[O:4].N1C=CC=CC=1.[C:27]1([CH3:37])[CH:32]=[CH:31][C:30]([S:33](Cl)(=[O:35])=[O:34])=[CH:29][CH:28]=1. Product: [S:33]([O:12][CH:11]1[CH2:13][N:1]([C:14]([O:16][C:17]([CH3:20])([CH3:19])[CH3:18])=[O:15])[CH:2]([C:3]([O:5][C:6]([CH3:7])([CH3:8])[CH3:9])=[O:4])[CH2:10]1)([C:30]1[CH:31]=[CH:32][C:27]([CH3:37])=[CH:28][CH:29]=1)(=[O:35])=[O:34]. The catalyst class is: 2. (4) Product: [Cl:8][C:6]1[CH:7]=[C:2]([N:9]2[CH:13]=[N:12][CH:11]=[N:10]2)[N:3]=[CH:4][N:5]=1. Reactant: Cl[C:2]1[CH:7]=[C:6]([Cl:8])[N:5]=[CH:4][N:3]=1.[NH:9]1[CH:13]=[N:12][CH:11]=[N:10]1.C(=O)([O-])[O-].[Cs+].[Cs+]. The catalyst class is: 18. (5) Reactant: [O:1]=[C:2]1[C@@H:8]2[CH2:9][C@@H:4]([CH2:5][CH2:6][C@@H:7]2[NH:10][C:11](=[O:20])[O:12][CH2:13][C:14]2[CH:19]=[CH:18][CH:17]=[CH:16][CH:15]=2)[O:3]1.[Li+].[BH4-]. Product: [OH:3][C@@H:4]1[CH2:5][CH2:6][C@H:7]([NH:10][C:11](=[O:20])[O:12][CH2:13][C:14]2[CH:19]=[CH:18][CH:17]=[CH:16][CH:15]=2)[C@H:8]([CH2:2][OH:1])[CH2:9]1. The catalyst class is: 1.